Dataset: Catalyst prediction with 721,799 reactions and 888 catalyst types from USPTO. Task: Predict which catalyst facilitates the given reaction. (1) Reactant: [CH2:1]([O:3][C:4](=[O:20])[C:5]([CH3:19])([C:7]1[CH:12]=[CH:11][CH:10]=[C:9]([C:13]#[C:14][Si](C)(C)C)[CH:8]=1)[CH3:6])[CH3:2].C(=O)([O-])[O-].[K+].[K+]. The catalyst class is: 8. Product: [CH2:1]([O:3][C:4](=[O:20])[C:5]([C:7]1[CH:12]=[CH:11][CH:10]=[C:9]([C:13]#[CH:14])[CH:8]=1)([CH3:6])[CH3:19])[CH3:2]. (2) Reactant: [C:1]1(=[O:7])[NH:5][C:4](=[O:6])[CH2:3][CH2:2]1.C([O-])([O-])=O.[K+].[K+].[F:14][C:15]1[CH:22]=[CH:21][C:18]([CH2:19]Br)=[CH:17][CH:16]=1. Product: [F:14][C:15]1[CH:22]=[CH:21][C:18]([CH2:19][N:5]2[C:4](=[O:6])[CH2:3][CH2:2][C:1]2=[O:7])=[CH:17][CH:16]=1. The catalyst class is: 21. (3) Reactant: [CH:1]([N:14]1[CH2:17][C:16]([CH2:19][CH3:20])([OH:18])[CH2:15]1)([C:8]1[CH:13]=[CH:12][CH:11]=[CH:10][CH:9]=1)[C:2]1[CH:7]=[CH:6][CH:5]=[CH:4][CH:3]=1.[CH3:21]I.[H-].[Na+]. Product: [CH:1]([N:14]1[CH2:17][C:16]([CH2:19][CH3:20])([O:18][CH3:21])[CH2:15]1)([C:8]1[CH:13]=[CH:12][CH:11]=[CH:10][CH:9]=1)[C:2]1[CH:3]=[CH:4][CH:5]=[CH:6][CH:7]=1. The catalyst class is: 3.